This data is from Reaction yield outcomes from USPTO patents with 853,638 reactions. The task is: Predict the reaction yield, written as a fraction of the theoretical maximum amount of product (1.0 means a 100% yield; for example, 0.34 means a 34% yield). (1) The reactants are [OH:1][CH2:2][CH2:3][N:4]1[CH2:9][CH2:8][N:7]([CH3:10])[CH2:6][CH2:5]1.O1CCCC1.[H-].[Na+].[CH2:18]([Sn:22]([CH2:29][CH2:30][CH2:31][CH3:32])([CH2:25][CH2:26][CH2:27][CH3:28])[CH2:23]I)[CH2:19][CH2:20][CH3:21]. The catalyst is C(OCC)(=O)C.O.CN(C)C=O. The product is [CH3:10][N:7]1[CH2:8][CH2:9][N:4]([CH2:3][CH2:2][O:1][CH2:23][Sn:22]([CH2:18][CH2:19][CH2:20][CH3:21])([CH2:29][CH2:30][CH2:31][CH3:32])[CH2:25][CH2:26][CH2:27][CH3:28])[CH2:5][CH2:6]1. The yield is 0.920. (2) The reactants are [C:1]([O:5][C:6](=[O:26])[CH2:7][C@@H:8]([CH2:14]OS(C1C=CC(C)=CC=1)(=O)=O)[C@@H:9]([CH3:13])[CH:10]([CH3:12])[CH3:11])([CH3:4])([CH3:3])[CH3:2].[N-:27]=[N+:28]=[N-:29].[Na+].O. The catalyst is CS(C)=O. The product is [C:1]([O:5][C:6](=[O:26])[CH2:7][C@@H:8]([CH2:14][N:27]=[N+:28]=[N-:29])[C@@H:9]([CH3:13])[CH:10]([CH3:12])[CH3:11])([CH3:4])([CH3:3])[CH3:2]. The yield is 0.800. (3) The reactants are [H-].[H-].[H-].[H-].[Li+].[Al+3].O1[CH2:11][CH2:10][CH2:9][CH2:8]1.[C:12]12(C3C(=C)C=CC=3)[CH2:21][CH:16]3[CH2:17][CH:18]([CH2:20][CH:14]([CH2:15]3)[CH2:13]1)[CH2:19]2.Cl.[CH2:29](OCC)C. The catalyst is O. The product is [CH:14]12[CH2:15][CH:16]3[CH2:17][CH:18]([CH2:19][CH:12]([CH2:21]3)[CH:13]1[C:8]1[CH2:29][CH:11]=[CH:10][CH:9]=1)[CH2:20]2. The yield is 1.00. (4) The reactants are [CH3:1][O:2][C:3](=[O:14])[C:4]1[CH:9]=[CH:8][C:7]([N+:10]([O-:12])=[O:11])=[C:6](F)[CH:5]=1.Cl.Cl.NC[C:19]1[NH:20][C:21]2[CH:27]=[CH:26][CH:25]=[CH:24][C:22]=2[N:23]=1.[CH2:28]([NH2:30])C. The catalyst is CN1C(=O)CCC1. The product is [CH3:1][O:2][C:3](=[O:14])[C:4]1[CH:5]=[CH:6][C:7]([N+:10]([O-:12])=[O:11])=[CH:8][CH:9]=1.[NH2:30][CH2:28][N:20]1[C:21]2[CH:27]=[CH:26][CH:25]=[CH:24][C:22]=2[N:23]=[CH:19]1. The yield is 0.850. (5) The reactants are [CH3:1][N:2]1[C:6]([C:7]2[CH:15]=[CH:14][C:10]([C:11](O)=[O:12])=[CH:9][CH:8]=2)=[C:5]([NH:16][C:17]([O:19][C@@H:20]([C:22]2[CH:27]=[CH:26][CH:25]=[CH:24][CH:23]=2)[CH3:21])=[O:18])[C:4]([CH3:28])=[N:3]1.ON1C2C=CC=CC=2N=N1.CCN=C=NCCCN(C)C.C(N(C(C)C)CC)(C)C.[CH3:59][O:60][C:61](=[O:71])[C@@H:62]([CH2:64][C:65]1[CH:70]=[CH:69][CH:68]=[CH:67][CH:66]=1)[NH2:63]. The catalyst is C(OCC)(=O)C.CN(C)C=O. The yield is 0.680. The product is [CH3:59][O:60][C:61](=[O:71])[C@H:62]([NH:63][C:11](=[O:12])[C:10]1[CH:14]=[CH:15][C:7]([C:6]2[N:2]([CH3:1])[N:3]=[C:4]([CH3:28])[C:5]=2[NH:16][C:17]([O:19][C@@H:20]([C:22]2[CH:27]=[CH:26][CH:25]=[CH:24][CH:23]=2)[CH3:21])=[O:18])=[CH:8][CH:9]=1)[CH2:64][C:65]1[CH:70]=[CH:69][CH:68]=[CH:67][CH:66]=1.